Dataset: Forward reaction prediction with 1.9M reactions from USPTO patents (1976-2016). Task: Predict the product of the given reaction. (1) The product is: [F:24][C:25]1[CH:35]=[CH:34][C:28]([O:29][CH2:30][C@@H:31]([OH:32])[CH2:33][N:14]2[CH2:15][CH2:16][C:11]3([O:10][C:9]4[C:19]5[C:5]([C:6](=[O:23])[C:7](=[O:22])[C:8]=4[S:18][CH2:17]3)=[CH:4][C:3]([O:2][CH3:1])=[CH:21][CH:20]=5)[CH2:12][CH2:13]2)=[CH:27][CH:26]=1. Given the reactants [CH3:1][O:2][C:3]1[CH:4]=[C:5]2[C:19](=[CH:20][CH:21]=1)[C:9]1[O:10][C:11]3([CH2:17][S:18][C:8]=1[C:7](=[O:22])[C:6]2=[O:23])[CH2:16][CH2:15][NH:14][CH2:13][CH2:12]3.[F:24][C:25]1[CH:35]=[CH:34][C:28]([O:29][CH2:30][C@@H:31]2[CH2:33][O:32]2)=[CH:27][CH:26]=1, predict the reaction product. (2) Given the reactants C[O:2][C:3]1[CH:17]=[CH:16][C:6]2[C:7]([N:10]3[CH2:15][CH2:14][NH:13][CH2:12][CH2:11]3)=[N:8][O:9][C:5]=2[CH:4]=1.[BrH:18], predict the reaction product. The product is: [BrH:18].[OH:2][C:3]1[CH:17]=[CH:16][C:6]2[C:7]([N:10]3[CH2:15][CH2:14][NH:13][CH2:12][CH2:11]3)=[N:8][O:9][C:5]=2[CH:4]=1. (3) Given the reactants [Cl:1][C:2]1[CH:9]=[C:8]([O:10][CH3:11])[CH:7]=[CH:6][C:3]=1[NH:4][CH3:5].Cl[C:13]1[N:14]=[C:15]([NH:22][CH:23]([CH2:26][CH3:27])[CH2:24][CH3:25])[C:16]2[CH2:21][CH2:20][CH2:19][C:17]=2[N:18]=1, predict the reaction product. The product is: [Cl:1][C:2]1[CH:9]=[C:8]([O:10][CH3:11])[CH:7]=[CH:6][C:3]=1[N:4]([CH3:5])[C:13]1[N:14]=[C:15]([NH:22][CH:23]([CH2:26][CH3:27])[CH2:24][CH3:25])[C:16]2[CH2:21][CH2:20][CH2:19][C:17]=2[N:18]=1. (4) Given the reactants [C:1]([C:3]1[C:4]([CH3:18])=[CH:5][C:6]([NH:10][C:11](=[O:17])[O:12][C:13]([CH3:16])(C)C)=[N:7][C:8]=1[CH3:9])#[N:2].[CH2:19]1COC[CH2:20]1, predict the reaction product. The product is: [NH2:2][CH2:1][C:3]1[C:4]([CH3:18])=[CH:5][C:6]([NH:10][C:11](=[O:17])[O:12][CH2:13][CH2:16][CH2:19][CH3:20])=[N:7][C:8]=1[CH3:9]. (5) Given the reactants [F:1][C:2]([F:22])([F:21])[C:3]1[CH:10]=[C:9]([N:11]2[CH:15]([CH3:16])[C:14](=[O:17])[C:13]([CH3:19])([CH3:18])[C:12]2=[O:20])[CH:8]=[CH:7][C:4]=1[C:5]#[N:6].C([BH-](C(CC)C)C(CC)C)(CC)C.[Li+].C1COCC1.O, predict the reaction product. The product is: [OH:17][C@H:14]1[C@@H:15]([CH3:16])[N:11]([C:9]2[CH:8]=[CH:7][C:4]([C:5]#[N:6])=[C:3]([C:2]([F:1])([F:21])[F:22])[CH:10]=2)[C:12](=[O:20])[C:13]1([CH3:18])[CH3:19]. (6) Given the reactants [C@H:1]12[CH2:6][C@H:5]1[CH2:4][NH:3][C@@H:2]2[CH2:7][NH:8][C:9]([C:11]1[N:18]2[C:14]([S:15][CH:16]=[CH:17]2)=[N:13][C:12]=1[CH3:19])=[O:10].[N:20]1([C:25]2[CH:33]=[CH:32][CH:31]=[CH:30][C:26]=2[C:27](O)=[O:28])[CH:24]=[CH:23][CH:22]=[N:21]1, predict the reaction product. The product is: [N:20]1([C:25]2[CH:33]=[CH:32][CH:31]=[CH:30][C:26]=2[C:27]([N:3]2[CH2:4][C@H:5]3[C@H:1]([CH2:6]3)[C@H:2]2[CH2:7][NH:8][C:9]([C:11]2[N:18]3[C:14]([S:15][CH:16]=[CH:17]3)=[N:13][C:12]=2[CH3:19])=[O:10])=[O:28])[CH:24]=[CH:23][CH:22]=[N:21]1. (7) Given the reactants CO[C:3](OC)([CH3:5])[CH3:4].C(O)(=O)C.[NH2:12][C:13]1[CH:18]=[CH:17][CH:16]=[CH:15][C:14]=1[C:19]1[NH:20][C:21]2[CH:27]=[CH:26][CH:25]=[CH:24][C:22]=2[N:23]=1, predict the reaction product. The product is: [CH3:4][C:3]1([CH3:5])[N:23]2[C:22]3[CH:24]=[CH:25][CH:26]=[CH:27][C:21]=3[N:20]=[C:19]2[C:14]2[C:13](=[CH:18][CH:17]=[CH:16][CH:15]=2)[NH:12]1.